This data is from Full USPTO retrosynthesis dataset with 1.9M reactions from patents (1976-2016). The task is: Predict the reactants needed to synthesize the given product. (1) Given the product [CH:32]1([CH2:38][NH:39][C:16]([C:15]2[CH:31]=[C:11]([CH3:10])[CH:12]=[CH:13][C:14]=2[NH:19][C:18]([C:20]2[C:29]3[C:24](=[CH:25][CH:26]=[CH:27][CH:28]=3)[CH:23]=[CH:22][CH:21]=2)=[O:17])=[O:30])[CH2:37][CH2:36][CH2:35][CH2:34][CH2:33]1, predict the reactants needed to synthesize it. The reactants are: C(N(C(C)C)CC)(C)C.[CH3:10][C:11]1[CH:12]=[CH:13][C:14]2[N:19]=[C:18]([C:20]3[C:29]4[C:24](=[CH:25][CH:26]=[CH:27][CH:28]=4)[CH:23]=[CH:22][CH:21]=3)[O:17][C:16](=[O:30])[C:15]=2[CH:31]=1.[CH:32]1([CH2:38][NH2:39])[CH2:37][CH2:36][CH2:35][CH2:34][CH2:33]1. (2) The reactants are: [NH2:1][CH2:2][C:3](=O)[CH2:4][C:5]1[CH:10]=[CH:9][CH:8]=[CH:7][C:6]=1[N+:11]([O-:13])=[O:12].[O-:15][C:16]#[N:17].[K+]. Given the product [N+:11]([C:6]1[CH:7]=[CH:8][CH:9]=[CH:10][C:5]=1[CH2:4][C:3]1[NH:17][C:16](=[O:15])[NH:1][CH:2]=1)([O-:13])=[O:12], predict the reactants needed to synthesize it. (3) Given the product [CH2:15]([C:12]1[C:13](=[O:14])[N:8]([C:4]2[CH:5]=[CH:6][CH:7]=[C:2]([NH:1][C:33]([NH:32][C:26]3[CH:31]=[CH:30][CH:29]=[CH:28][CH:27]=3)=[S:34])[CH:3]=2)[C:9]2[N:25]=[CH:24][CH:23]=[CH:22][C:10]=2[N:11]=1)[C:16]1[CH:21]=[CH:20][CH:19]=[CH:18][CH:17]=1, predict the reactants needed to synthesize it. The reactants are: [NH2:1][C:2]1[CH:3]=[C:4]([N:8]2[C:13](=[O:14])[C:12]([CH2:15][C:16]3[CH:21]=[CH:20][CH:19]=[CH:18][CH:17]=3)=[N:11][C:10]3[CH:22]=[CH:23][CH:24]=[N:25][C:9]2=3)[CH:5]=[CH:6][CH:7]=1.[C:26]1([N:32]=[C:33]=[S:34])[CH:31]=[CH:30][CH:29]=[CH:28][CH:27]=1. (4) The reactants are: C([Mg]Br)(C)C.CN(C)[CH:8]=[O:9].O.[Br:12][C:13]1[C:14]([CH3:20])=[CH:15][C:16](I)=[N:17][CH:18]=1. Given the product [Br:12][C:13]1[C:14]([CH3:20])=[CH:15][C:16]([CH:8]=[O:9])=[N:17][CH:18]=1, predict the reactants needed to synthesize it.